This data is from Experimentally validated miRNA-target interactions with 360,000+ pairs, plus equal number of negative samples. The task is: Binary Classification. Given a miRNA mature sequence and a target amino acid sequence, predict their likelihood of interaction. The miRNA is hsa-miR-3132 with sequence UGGGUAGAGAAGGAGCUCAGAGGA. The protein sequence of the target gene is MEAEETMECLQEFPEHHKMILDRLNEQREQDRFTDITLIVDGHHFKAHKAVLAACSKFFYKFFQEFTQEPLVEIEGVSKMAFRHLIEFTYTAKLMIQGEEEANDVWKAAEFLQMLEAIKALEVRNKENSAPLEENTTGKNEAKKRKIAETSNVITESLPSAESEPVEIEVEIAEGTIEVEDEGIEALEEMASAKQSIKYIQSTGSSDDSALALLADITSKYRQGESKGQISEDDCASDPISKQVEGIEIVELQLSHVKDLFHCEKCNRSFKLFYHFKEHMKSHSTESFKCEICNKRYLRE.... Result: 0 (no interaction).